This data is from Volume of distribution at steady state (VDss) regression data from Lombardo et al.. The task is: Regression/Classification. Given a drug SMILES string, predict its absorption, distribution, metabolism, or excretion properties. Task type varies by dataset: regression for continuous measurements (e.g., permeability, clearance, half-life) or binary classification for categorical outcomes (e.g., BBB penetration, CYP inhibition). For this dataset (vdss_lombardo), we predict log10(VDss) (log10 of volume of distribution in L/kg). (1) The molecule is CC1CC[NH+](CCCC(=O)c2ccc(F)cc2)CC1. The log10(VDss) is 1.15. (2) The drug is CCN(CC)c1ccc2cc(C(=O)Nc3ccc4[nH]c(C(=O)N5CC(CCl)c6c5cc(OC(=O)Nc5ccccc5)c5[nH]cc(C)c65)cc4c3)oc2c1. The log10(VDss) is -1.05. (3) The drug is CC12CC3(O)OC(O1)C1(COC(=O)c4ccccc4)C3CC21OC1OC(CO)C(O)C(O)C1O. The log10(VDss) is -0.660. (4) The drug is CC(C)(C)[NH2+]CC(O)COc1nsnc1N1CCOCC1. The log10(VDss) is 0.180.